Dataset: NCI-60 drug combinations with 297,098 pairs across 59 cell lines. Task: Regression. Given two drug SMILES strings and cell line genomic features, predict the synergy score measuring deviation from expected non-interaction effect. (1) Drug 1: C1=CC(=CC=C1C#N)C(C2=CC=C(C=C2)C#N)N3C=NC=N3. Drug 2: C1CCC(C(C1)N)N.C(=O)(C(=O)[O-])[O-].[Pt+4]. Cell line: OVCAR-4. Synergy scores: CSS=6.54, Synergy_ZIP=-2.69, Synergy_Bliss=-3.27, Synergy_Loewe=-1.87, Synergy_HSA=-1.58. (2) Drug 1: CC1C(C(CC(O1)OC2CC(CC3=C2C(=C4C(=C3O)C(=O)C5=C(C4=O)C(=CC=C5)OC)O)(C(=O)CO)O)N)O.Cl. Drug 2: CC1=CC2C(CCC3(C2CCC3(C(=O)C)OC(=O)C)C)C4(C1=CC(=O)CC4)C. Cell line: RXF 393. Synergy scores: CSS=0.708, Synergy_ZIP=-1.79, Synergy_Bliss=-2.34, Synergy_Loewe=-5.99, Synergy_HSA=-2.71. (3) Drug 1: CN(C)C1=NC(=NC(=N1)N(C)C)N(C)C. Drug 2: CC1=C(C(=CC=C1)Cl)NC(=O)C2=CN=C(S2)NC3=CC(=NC(=N3)C)N4CCN(CC4)CCO. Cell line: UACC-257. Synergy scores: CSS=-8.81, Synergy_ZIP=3.58, Synergy_Bliss=1.39, Synergy_Loewe=-4.78, Synergy_HSA=-4.34. (4) Drug 1: CC1=C(C(=CC=C1)Cl)NC(=O)C2=CN=C(S2)NC3=CC(=NC(=N3)C)N4CCN(CC4)CCO. Drug 2: CC1C(C(CC(O1)OC2CC(CC3=C2C(=C4C(=C3O)C(=O)C5=CC=CC=C5C4=O)O)(C(=O)C)O)N)O. Cell line: NCI/ADR-RES. Synergy scores: CSS=22.4, Synergy_ZIP=-0.239, Synergy_Bliss=4.42, Synergy_Loewe=-1.70, Synergy_HSA=3.70. (5) Drug 1: CC12CCC3C(C1CCC2OP(=O)(O)O)CCC4=C3C=CC(=C4)OC(=O)N(CCCl)CCCl.[Na+]. Drug 2: N.N.Cl[Pt+2]Cl. Cell line: MDA-MB-231. Synergy scores: CSS=15.2, Synergy_ZIP=-0.539, Synergy_Bliss=7.57, Synergy_Loewe=-8.61, Synergy_HSA=6.31. (6) Drug 1: C1C(C(OC1N2C=NC3=C(N=C(N=C32)Cl)N)CO)O. Drug 2: CC1CCC2CC(C(=CC=CC=CC(CC(C(=O)C(C(C(=CC(C(=O)CC(OC(=O)C3CCCCN3C(=O)C(=O)C1(O2)O)C(C)CC4CCC(C(C4)OC)OCCO)C)C)O)OC)C)C)C)OC. Cell line: SNB-19. Synergy scores: CSS=31.3, Synergy_ZIP=0.846, Synergy_Bliss=3.66, Synergy_Loewe=1.32, Synergy_HSA=4.64. (7) Drug 2: C1=NC2=C(N=C(N=C2N1C3C(C(C(O3)CO)O)O)F)N. Drug 1: C1=CC(=CC=C1C#N)C(C2=CC=C(C=C2)C#N)N3C=NC=N3. Synergy scores: CSS=0.507, Synergy_ZIP=-4.92, Synergy_Bliss=-4.03, Synergy_Loewe=-4.55, Synergy_HSA=-4.34. Cell line: BT-549. (8) Drug 1: CC1=C2C(C(=O)C3(C(CC4C(C3C(C(C2(C)C)(CC1OC(=O)C(C(C5=CC=CC=C5)NC(=O)OC(C)(C)C)O)O)OC(=O)C6=CC=CC=C6)(CO4)OC(=O)C)OC)C)OC. Drug 2: CCCCCOC(=O)NC1=NC(=O)N(C=C1F)C2C(C(C(O2)C)O)O. Cell line: A498. Synergy scores: CSS=42.7, Synergy_ZIP=2.40, Synergy_Bliss=2.85, Synergy_Loewe=3.17, Synergy_HSA=5.86.